From a dataset of Full USPTO retrosynthesis dataset with 1.9M reactions from patents (1976-2016). Predict the reactants needed to synthesize the given product. Given the product [I:27][C:3]1[C:4]2[C:9](=[CH:8][CH:7]=[C:6]([C:10]3[S:14][N:13]=[C:12]([NH:15][CH2:16][C:17]4[CH:22]=[CH:21][C:20]([O:23][CH3:24])=[CH:19][CH:18]=4)[N:11]=3)[CH:5]=2)[NH:1][CH:2]=1, predict the reactants needed to synthesize it. The reactants are: [NH:1]1[C:9]2[C:4](=[CH:5][C:6]([C:10]3[S:14][N:13]=[C:12]([NH:15][CH2:16][C:17]4[CH:22]=[CH:21][C:20]([O:23][CH3:24])=[CH:19][CH:18]=4)[N:11]=3)=[CH:7][CH:8]=2)[CH:3]=[CH:2]1.[OH-].[K+].[I:27]I.S(=O)(O)[O-].[Na+].